This data is from Catalyst prediction with 721,799 reactions and 888 catalyst types from USPTO. The task is: Predict which catalyst facilitates the given reaction. (1) Reactant: [Br:1][C:2]1[CH:7]=[CH:6][C:5]([NH:8][C:9](=[O:12])[CH2:10][OH:11])=[C:4](F)[CH:3]=1.[H-].[Na+].O. Product: [Br:1][C:2]1[CH:7]=[CH:6][C:5]2[NH:8][C:9](=[O:12])[CH2:10][O:11][C:4]=2[CH:3]=1. The catalyst class is: 3. (2) Reactant: [C:1]12[CH2:13][CH2:12][CH2:11][CH2:10][C:9]=1[S:8][C:7]1[C:6](=[O:14])[NH:5][N:4]=[CH:3][C:2]2=1.[Br:15][C:16]1[CH:23]=[CH:22][CH:21]=[C:20](Br)[C:17]=1[CH:18]=[O:19].N(CC(O)=O)C.C([O-])([O-])=O.[K+].[K+]. Product: [Br:15][C:16]1[CH:23]=[CH:22][CH:21]=[C:20]([N:5]2[C:6](=[O:14])[C:7]3[S:8][C:9]4[CH2:10][CH2:11][CH2:12][CH2:13][C:1]=4[C:2]=3[CH:3]=[N:4]2)[C:17]=1[CH:18]=[O:19]. The catalyst class is: 12. (3) Reactant: [OH:1][C:2]1[CH:3]=[C:4]([CH:9]([CH3:13])C(O)=O)[CH:5]=[CH:6][C:7]=1[OH:8].[CH2:14]([O:16][C:17](=[O:30])[C@H](CC1C2C(=CC=CC=2)NC=1)N)[CH3:15].[OH2:31].ON1[C:37]2[CH:38]=[CH:39][CH:40]=[CH:41][C:36]=2N=N1.Cl.C[N:44]([CH3:53])[CH2:45][CH2:46][CH2:47][N:48]=[C:49]=NCC. Product: [CH2:14]([O:16][C:17](=[O:30])[CH:45]([NH:44][C:53](=[O:31])[CH2:13][CH2:9][C:4]1[CH:5]=[CH:6][C:7]([OH:8])=[C:2]([OH:1])[CH:3]=1)[CH2:46][C:47]1[NH:48][C:49]2[C:38]([CH:37]=1)=[CH:39][CH:40]=[CH:41][CH:36]=2)[CH3:15]. The catalyst class is: 289. (4) Reactant: [NH2:1][C:2]1[C:3]2[CH:15]=[C:14]([CH3:16])[S:13][C:4]=2[NH:5][C:6]2[CH:12]=[CH:11][CH:10]=[CH:9][C:7]=2[N:8]=1.[CH3:17][N:18]1[CH2:23][CH2:22]N[CH2:20][CH2:19]1.CC(O)CC. Product: [CH3:16][C:14]1[S:13][C:4]2[NH:5][C:6]3[CH:12]=[CH:11][CH:10]=[CH:9][C:7]=3[N:8]=[C:2]([N:1]3[CH2:22][CH2:23][N:18]([CH3:17])[CH2:19][CH2:20]3)[C:3]=2[CH:15]=1. The catalyst class is: 6. (5) Reactant: P(Cl)(Cl)(Cl)(Cl)Cl.S[C:8]1[O:9][C:10]2[C:16]([Cl:17])=[CH:15][C:14]([Cl:18])=[CH:13][C:11]=2[N:12]=1.[CH3:19][N:20]1[CH2:25][CH2:24][NH:23][CH2:22][CH2:21]1. Product: [CH3:19][N:20]1[CH2:25][CH2:24][N:23]([C:8]2[O:9][C:10]3[C:16]([Cl:17])=[CH:15][C:14]([Cl:18])=[CH:13][C:11]=3[N:12]=2)[CH2:22][CH2:21]1. The catalyst class is: 11. (6) Reactant: [CH2:1]([O:8][C:9]([NH:11][S:12]([C:15]1[CH:24]=[CH:23][C:18]([C:19]([O:21]C)=[O:20])=[CH:17][CH:16]=1)(=[O:14])=[O:13])=[O:10])[C:2]1[CH:7]=[CH:6][CH:5]=[CH:4][CH:3]=1.[OH-]. Product: [CH2:1]([O:8][C:9]([NH:11][S:12]([C:15]1[CH:16]=[CH:17][C:18]([C:19]([OH:21])=[O:20])=[CH:23][CH:24]=1)(=[O:13])=[O:14])=[O:10])[C:2]1[CH:3]=[CH:4][CH:5]=[CH:6][CH:7]=1. The catalyst class is: 5.